This data is from Full USPTO retrosynthesis dataset with 1.9M reactions from patents (1976-2016). The task is: Predict the reactants needed to synthesize the given product. (1) The reactants are: Cl.[NH2:2][CH2:3][C:4]([N:6]([CH2:8][C:9]1[CH:14]=[CH:13][CH:12]=[CH:11][C:10]=1Br)[CH3:7])=[O:5].C1C=CC(P(C2C=CC3C(=CC=CC=3)C=2C2C3C(=CC=CC=3)C=CC=2P(C2C=CC=CC=2)C2C=CC=CC=2)C2C=CC=CC=2)=CC=1.CC(C)([O-])C.[Na+].C1(C)C=CC=CC=1. Given the product [CH3:7][N:6]1[CH2:8][C:9]2[CH:14]=[CH:13][CH:12]=[CH:11][C:10]=2[NH:2][CH2:3][C:4]1=[O:5], predict the reactants needed to synthesize it. (2) Given the product [OH:28][NH:27][C:12]([C:11]1[N:10]=[CH:9][N:8]2[C:3]([C:2]([F:24])([F:1])[F:25])=[CH:4][C:5]([C:14]3[CH:15]=[CH:16][C:17]([C:20]([F:23])([F:21])[F:22])=[CH:18][CH:19]=3)=[N:6][C:7]=12)=[NH:13], predict the reactants needed to synthesize it. The reactants are: [F:1][C:2]([F:25])([F:24])[C:3]1[N:8]2[CH:9]=[N:10][C:11]([C:12]#[N:13])=[C:7]2[N:6]=[C:5]([C:14]2[CH:19]=[CH:18][C:17]([C:20]([F:23])([F:22])[F:21])=[CH:16][CH:15]=2)[CH:4]=1.Cl.[NH2:27][OH:28].C(=O)([O-])[O-].[K+].[K+]. (3) Given the product [CH2:7]([O:28][C:16]1[CH:17]=[CH:18][C:19]2[C:20]3[C:25](=[CH:24][CH:23]=[CH:22][CH:21]=3)[NH:26][C:27]=2[CH:15]=1)[C:8]1[CH:13]=[CH:12][CH:11]=[CH:10][CH:9]=1, predict the reactants needed to synthesize it. The reactants are: C([O-])([O-])=O.[K+].[K+].[CH2:7](Br)[C:8]1[CH:13]=[CH:12][CH:11]=[CH:10][CH:9]=1.[CH:15]1[C:27]2[NH:26][C:25]3[C:20](=[CH:21][CH:22]=[CH:23][CH:24]=3)[C:19]=2[CH:18]=[CH:17][C:16]=1[OH:28].O.